Dataset: Full USPTO retrosynthesis dataset with 1.9M reactions from patents (1976-2016). Task: Predict the reactants needed to synthesize the given product. Given the product [C:1]([N:7]1[CH2:8][CH2:9][CH:10]([CH2:13][CH2:14][NH:15][C:16]2[N:17]([CH2:30][CH2:31][CH3:32])[N:18]=[C:19]3[C:28]=2[C:27]2[CH:26]=[CH:25][CH:24]=[CH:23][C:22]=2[N:21]=[C:20]3[NH2:29])[CH2:11][CH2:12]1)(=[O:3])[CH3:2], predict the reactants needed to synthesize it. The reactants are: [C:1](Cl)(=[O:3])[CH3:2].Cl.Cl.[NH:7]1[CH2:12][CH2:11][CH:10]([CH2:13][CH2:14][NH:15][C:16]2[N:17]([CH2:30][CH2:31][CH3:32])[N:18]=[C:19]3[C:28]=2[C:27]2[CH:26]=[CH:25][CH:24]=[CH:23][C:22]=2[N:21]=[C:20]3[NH2:29])[CH2:9][CH2:8]1.C(N(CC)CC)C.CN1CCCC1=O.